This data is from hERG Central: cardiac toxicity at 1µM, 10µM, and general inhibition. The task is: Predict hERG channel inhibition at various concentrations. (1) The drug is N#CC1=C(N)OC2=C(C(=O)CCC2)C12CCN(C(=O)OCc1ccccc1)CC2. Results: hERG_inhib (hERG inhibition (general)): blocker. (2) The drug is O=C(c1cc(-c2ccncc2)nc2ccccc12)N1CCN(S(=O)(=O)/C=C/c2ccccc2)CC1. Results: hERG_inhib (hERG inhibition (general)): blocker. (3) Results: hERG_inhib (hERG inhibition (general)): blocker. The compound is Cn1c(Nc2ccc(F)cc2)nc2ccccc21.